From a dataset of Forward reaction prediction with 1.9M reactions from USPTO patents (1976-2016). Predict the product of the given reaction. (1) The product is: [Cl:18][C:19]1[CH:24]=[CH:23][C:22]([N:25]2[C:2]([C:1]([O:6][CH2:7][CH3:8])=[O:5])=[CH:4][CH:14]=[N:12]2)=[CH:21][CH:20]=1. Given the reactants [C:1]([O:6][CH2:7][CH3:8])(=[O:5])[C:2]([CH3:4])=O.COC(OC)[N:12]([CH3:14])C.Cl.[Cl:18][C:19]1[CH:24]=[CH:23][C:22]([NH:25]N)=[CH:21][CH:20]=1, predict the reaction product. (2) Given the reactants [CH:1]([C:4]1[C:12](C(=O)C(C)C)=[C:7]2[CH:8]=[CH:9][CH:10]=[CH:11][N:6]2[N:5]=1)([CH3:3])[CH3:2].S(=O)(=O)(O)O.[OH-].[Na+], predict the reaction product. The product is: [CH:1]([C:4]1[CH:12]=[C:7]2[CH:8]=[CH:9][CH:10]=[CH:11][N:6]2[N:5]=1)([CH3:3])[CH3:2].